This data is from Full USPTO retrosynthesis dataset with 1.9M reactions from patents (1976-2016). The task is: Predict the reactants needed to synthesize the given product. (1) Given the product [N+:3]([C:6]1[CH:7]=[CH:8][C:9]([C:10]2[O:11][CH:26]=[N:25][CH:24]=2)=[CH:12][CH:13]=1)([O-:5])=[O:4], predict the reactants needed to synthesize it. The reactants are: [OH-].[Na+].[N+:3]([C:6]1[CH:13]=[CH:12][C:9]([CH:10]=[O:11])=[CH:8][CH:7]=1)([O-:5])=[O:4].CC1C=CC(S([CH2:24][N+:25]#[C-:26])(=O)=O)=CC=1. (2) Given the product [C:1]([OH:8])(=[O:7])/[CH:2]=[CH:3]/[C:4]([OH:6])=[O:5].[F:9][C:10]1[CH:15]=[CH:14][C:13]([CH2:16][C:17]2[C:26]3[C:21](=[CH:22][CH:23]=[CH:24][CH:25]=3)[C:20](=[O:27])[NH:19][N:18]=2)=[CH:12][C:11]=1[N:28]1[C:32](=[O:33])[CH:31]([CH3:34])[N:30]([CH2:35][CH2:36][N:37]2[CH2:38][CH2:39][CH2:40][CH2:41]2)[C:29]1=[O:42], predict the reactants needed to synthesize it. The reactants are: [C:1]([OH:8])(=[O:7])/[CH:2]=[CH:3]/[C:4]([OH:6])=[O:5].[F:9][C:10]1[CH:15]=[CH:14][C:13]([CH2:16][C:17]2[C:26]3[C:21](=[CH:22][CH:23]=[CH:24][CH:25]=3)[C:20](=[O:27])[NH:19][N:18]=2)=[CH:12][C:11]=1[N:28]1[C:32](=[O:33])[CH:31]([CH3:34])[N:30]([CH2:35][CH2:36][N:37]2[CH2:41][CH2:40][CH2:39][CH2:38]2)[C:29]1=[O:42]. (3) Given the product [CH3:21][C:17]1[CH:16]=[C:15]([N:4]2[CH2:5][CH2:6][N:1]([C:7]([O:9][C:10]([CH3:13])([CH3:12])[CH3:11])=[O:8])[CH2:2][CH2:3]2)[CH:20]=[CH:19][N:18]=1, predict the reactants needed to synthesize it. The reactants are: [N:1]1([C:7]([O:9][C:10]([CH3:13])([CH3:12])[CH3:11])=[O:8])[CH2:6][CH2:5][NH:4][CH2:3][CH2:2]1.Cl[C:15]1[CH:20]=[CH:19][N:18]=[C:17]([CH3:21])[CH:16]=1.C(N(CCCC)CCCC)CCC.O. (4) Given the product [NH2:15][C:12]1[CH:13]=[CH:14][C:9]([CH2:8][N:6]2[CH2:5][CH2:4][N:3]([C:18]([O:20][C:21]([CH3:24])([CH3:23])[CH3:22])=[O:19])[C@H:2]([CH3:1])[CH2:7]2)=[CH:10][CH:11]=1, predict the reactants needed to synthesize it. The reactants are: [CH3:1][C@@H:2]1[CH2:7][N:6]([CH2:8][C:9]2[CH:14]=[CH:13][C:12]([N+:15]([O-])=O)=[CH:11][CH:10]=2)[CH2:5][CH2:4][N:3]1[C:18]([O:20][C:21]([CH3:24])([CH3:23])[CH3:22])=[O:19].[OH-].[K+]. (5) Given the product [N:1]1[CH:6]=[CH:5][CH:4]=[CH:3][C:2]=1[CH2:7][CH2:8][C:9]1[C:17]2[C:12](=[N:13][CH:14]=[C:15]([C:18]3[CH:19]=[C:20]([OH:24])[CH:21]=[CH:22][CH:23]=3)[CH:16]=2)[NH:11][CH:10]=1, predict the reactants needed to synthesize it. The reactants are: [N:1]1[CH:6]=[CH:5][CH:4]=[CH:3][C:2]=1[CH:7]=[CH:8][C:9]1[C:17]2[C:12](=[N:13][CH:14]=[C:15]([C:18]3[CH:19]=[C:20]([OH:24])[CH:21]=[CH:22][CH:23]=3)[CH:16]=2)[NH:11][CH:10]=1.CO.C(Cl)Cl.CN(C=O)C.